This data is from Peptide-MHC class I binding affinity with 185,985 pairs from IEDB/IMGT. The task is: Regression. Given a peptide amino acid sequence and an MHC pseudo amino acid sequence, predict their binding affinity value. This is MHC class I binding data. (1) The peptide sequence is AQFNASPVA. The MHC is HLA-B15:01 with pseudo-sequence HLA-B15:01. The binding affinity (normalized) is 0.884. (2) The peptide sequence is LYIKDIFTR. The MHC is HLA-A30:02 with pseudo-sequence HLA-A30:02. The binding affinity (normalized) is 0. (3) The peptide sequence is YPKFHRSAM. The MHC is HLA-A69:01 with pseudo-sequence HLA-A69:01. The binding affinity (normalized) is 0.242. (4) The peptide sequence is QPQPFRPQQPY. The MHC is HLA-B07:02 with pseudo-sequence HLA-B07:02. The binding affinity (normalized) is 0. (5) The peptide sequence is VCFMYSDFHF. The MHC is HLA-A29:02 with pseudo-sequence HLA-A29:02. The binding affinity (normalized) is 0.434.